Dataset: Full USPTO retrosynthesis dataset with 1.9M reactions from patents (1976-2016). Task: Predict the reactants needed to synthesize the given product. Given the product [Cl:1][C:2]1[CH:7]=[CH:6][C:5]([N:8]2[CH:12]=[CH:11][CH:10]=[C:9]2[CH:13]=[CH:14][C:15]([OH:17])=[O:16])=[C:4]([CH:19]([C:21]2[CH:26]=[CH:25][CH:24]=[C:23]([O:27][CH3:28])[CH:22]=2)[OH:20])[CH:3]=1, predict the reactants needed to synthesize it. The reactants are: [Cl:1][C:2]1[CH:7]=[CH:6][C:5]([N:8]2[CH:12]=[CH:11][CH:10]=[C:9]2[CH:13]=[CH:14][C:15]([O:17]C)=[O:16])=[C:4]([CH:19]([C:21]2[CH:26]=[CH:25][CH:24]=[C:23]([O:27][CH3:28])[CH:22]=2)[OH:20])[CH:3]=1.C(=O)([O-])[O-].[K+].[K+].O.